This data is from Peptide-MHC class II binding affinity with 134,281 pairs from IEDB. The task is: Regression. Given a peptide amino acid sequence and an MHC pseudo amino acid sequence, predict their binding affinity value. This is MHC class II binding data. (1) The peptide sequence is GRRGAAEVLVVLSEL. The MHC is DRB5_0101 with pseudo-sequence DRB5_0101. The binding affinity (normalized) is 0. (2) The MHC is HLA-DQA10102-DQB10501 with pseudo-sequence HLA-DQA10102-DQB10501. The binding affinity (normalized) is 0.625. The peptide sequence is KKPDFILATDIAEMG. (3) The peptide sequence is AQMNQAFRNIVNMLH. The MHC is DRB1_0301 with pseudo-sequence DRB1_0301. The binding affinity (normalized) is 0.381. (4) The peptide sequence is KFVDSTVVASVTIID. The MHC is HLA-DPA10201-DPB11401 with pseudo-sequence HLA-DPA10201-DPB11401. The binding affinity (normalized) is 0.0990. (5) The MHC is DRB1_1101 with pseudo-sequence DRB1_1101. The peptide sequence is IGPEAAEAAAAAPAA. The binding affinity (normalized) is 0. (6) The peptide sequence is LEQDKCVTVMAPDKP. The MHC is H-2-IAd with pseudo-sequence H-2-IAd. The binding affinity (normalized) is 0.280. (7) The peptide sequence is LNTITNLKVQLIRMA. The binding affinity (normalized) is 0.692. The MHC is DRB1_0301 with pseudo-sequence DRB1_0301. (8) The peptide sequence is ELLKTVRLIKFLYQSNP. The MHC is DRB3_0202 with pseudo-sequence DRB3_0202. The binding affinity (normalized) is 0.524. (9) The peptide sequence is AFILDGDNLFPKW. The MHC is HLA-DQA10501-DQB10201 with pseudo-sequence HLA-DQA10501-DQB10201. The binding affinity (normalized) is 0.615. (10) The peptide sequence is DPDKDVDIMVRDGQL. The MHC is HLA-DQA10301-DQB10302 with pseudo-sequence HLA-DQA10301-DQB10302. The binding affinity (normalized) is 0.432.